This data is from Catalyst prediction with 721,799 reactions and 888 catalyst types from USPTO. The task is: Predict which catalyst facilitates the given reaction. (1) Reactant: [Cl-].O[NH3+:3].[C:4](=[O:7])([O-])[OH:5].[Na+].CS(C)=O.[CH3:13][C:14]1([CH3:52])[CH2:18][C:17]2[CH:19]=[C:20]([N:23]3[C:28](=[O:29])[C:27]4[CH:30]=[C:31]([CH2:33][CH3:34])[S:32][C:26]=4[N:25]([CH2:35][C:36]4[CH:41]=[CH:40][C:39]([C:42]5[C:43]([C:48]#[N:49])=[CH:44][CH:45]=[CH:46][CH:47]=5)=[CH:38][C:37]=4[F:50])[C:24]3=[O:51])[CH:21]=[CH:22][C:16]=2[O:15]1. Product: [CH3:52][C:14]1([CH3:13])[CH2:18][C:17]2[CH:19]=[C:20]([N:23]3[C:28](=[O:29])[C:27]4[CH:30]=[C:31]([CH2:33][CH3:34])[S:32][C:26]=4[N:25]([CH2:35][C:36]4[CH:41]=[CH:40][C:39]([C:42]5[CH:47]=[CH:46][CH:45]=[CH:44][C:43]=5[C:48]5[NH:3][C:4](=[O:7])[O:5][N:49]=5)=[CH:38][C:37]=4[F:50])[C:24]3=[O:51])[CH:21]=[CH:22][C:16]=2[O:15]1. The catalyst class is: 6. (2) Reactant: [CH3:1][C:2]1[N:11]([C:12]2[CH:17]=[CH:16][C:15]([O:18][CH:19]3[CH2:24][CH2:23][NH:22][CH2:21][CH2:20]3)=[CH:14][CH:13]=2)[C:10](=[O:25])[C:9]2[C:4](=[CH:5][CH:6]=[CH:7][CH:8]=2)[N:3]=1.[CH2:26](I)[CH3:27].C(=O)([O-])[O-].[K+].[K+]. Product: [CH2:26]([N:22]1[CH2:23][CH2:24][CH:19]([O:18][C:15]2[CH:14]=[CH:13][C:12]([N:11]3[C:10](=[O:25])[C:9]4[C:4](=[CH:5][CH:6]=[CH:7][CH:8]=4)[N:3]=[C:2]3[CH3:1])=[CH:17][CH:16]=2)[CH2:20][CH2:21]1)[CH3:27]. The catalyst class is: 9. (3) Reactant: CCCCCC.C([Li])CCC.[CH:12]1[C:24]2[CH2:23][C:22]3[C:17](=[CH:18][CH:19]=[CH:20][CH:21]=3)[C:16]=2[CH:15]=[CH:14][CH:13]=1.[C:25]([C:29]1[CH:30]=[C:31]([CH3:37])[C:32](=[C:34]([CH3:36])[CH3:35])[CH:33]=1)([CH3:28])([CH3:27])[CH3:26]. Product: [C:25]([C:29]1[CH:30]=[C:31]([CH3:37])[CH:32]([C:34]([C:12]2[C:24]3[CH2:23][C:22]4[C:17](=[CH:18][CH:19]=[CH:20][CH:21]=4)[C:16]=3[CH:15]=[CH:14][CH:13]=2)([CH3:36])[CH3:35])[CH:33]=1)([CH3:28])([CH3:27])[CH3:26]. The catalyst class is: 20. (4) Reactant: N#N.[CH3:3][C:4]([O:7][C:8]([NH:10][C@@H:11]([CH2:29][CH:30]([CH3:32])[CH3:31])[CH2:12][N:13]1[CH2:18][CH2:17][N:16](C(OCC2C=CC=CC=2)=O)[CH2:15][CH2:14]1)=[O:9])([CH3:6])[CH3:5]. Product: [CH3:31][CH:30]([CH3:32])[CH2:29][C@H:11]([NH:10][C:8](=[O:9])[O:7][C:4]([CH3:6])([CH3:5])[CH3:3])[CH2:12][N:13]1[CH2:14][CH2:15][NH:16][CH2:17][CH2:18]1. The catalyst class is: 19. (5) Reactant: Br[C:2]1[CH:7]=[CH:6][CH:5]=[CH:4][N:3]=1.C([Li])CCC.[C:13]([C:15]1[CH:20]=[CH:19][C:18]([NH:21][C:22]([C:24]2[C:25]([C:30]3[CH:35]=[CH:34][C:33]([C:36]([F:39])([F:38])[F:37])=[CH:32][CH:31]=3)=[CH:26][CH:27]=[CH:28][CH:29]=2)=[O:23])=[CH:17][CH:16]=1)#N.C(OCC)(=[O:42])C. Product: [N:3]1[CH:4]=[CH:5][CH:6]=[CH:7][C:2]=1[C:13]([C:15]1[CH:20]=[CH:19][C:18]([NH:21][C:22]([C:24]2[C:25]([C:30]3[CH:35]=[CH:34][C:33]([C:36]([F:39])([F:38])[F:37])=[CH:32][CH:31]=3)=[CH:26][CH:27]=[CH:28][CH:29]=2)=[O:23])=[CH:17][CH:16]=1)=[O:42]. The catalyst class is: 7. (6) Reactant: [CH3:1][O:2][C:3]([C:5]1[CH:6]=[CH:7][C:8](B(O)O)=[C:9]2[C:13]=1[N:12]([S:14]([C:17]1[CH:23]=[CH:22][C:20]([CH3:21])=[CH:19][CH:18]=1)(=[O:16])=[O:15])[CH:11]=[CH:10]2)=[O:4].C([O-])([O-])=O.[Cs+].[Cs+].Br[C:34]1[CH2:38][CH2:37][C:36](=[O:39])[CH:35]=1.C(Cl)Cl. Product: [O:39]=[C:36]1[CH2:37][CH2:38][C:34]([C:8]2[CH:7]=[CH:6][C:5]([C:3]([O:2][CH3:1])=[O:4])=[C:13]3[C:9]=2[CH:10]=[CH:11][N:12]3[S:14]([C:17]2[CH:23]=[CH:22][C:20]([CH3:21])=[CH:19][CH:18]=2)(=[O:16])=[O:15])=[CH:35]1. The catalyst class is: 551.